Predict the reaction yield, written as a fraction of the theoretical maximum amount of product (1.0 means a 100% yield; for example, 0.34 means a 34% yield). From a dataset of Reaction yield outcomes from USPTO patents with 853,638 reactions. The reactants are [N+:1]([C:4]1[CH:16]=[CH:15][C:7]([C:8]([O:10][C:11]([CH3:14])([CH3:13])[CH3:12])=[O:9])=[C:6]([C:17]#[C:18][Si](C)(C)C)[CH:5]=1)([O-:3])=[O:2].C(=O)([O-])[O-].[K+].[K+].O. The catalyst is CO. The product is [C:17]([C:6]1[CH:5]=[C:4]([N+:1]([O-:3])=[O:2])[CH:16]=[CH:15][C:7]=1[C:8]([O:10][C:11]([CH3:14])([CH3:13])[CH3:12])=[O:9])#[CH:18]. The yield is 0.900.